From a dataset of Reaction yield outcomes from USPTO patents with 853,638 reactions. Predict the reaction yield, written as a fraction of the theoretical maximum amount of product (1.0 means a 100% yield; for example, 0.34 means a 34% yield). (1) The reactants are [CH3:1][C:2]1[N:3]=[C:4]2[C:9]([C:10](OCCCC)=[O:11])=[CH:8][CH:7]=[C:6]([C:17]([F:20])([F:19])[F:18])[N:5]2[C:21]=1[CH3:22].[OH-].[Na+].Cl.[F:26][C:27]([F:41])([F:40])[C:28]1[C:36]2[CH2:35][CH2:34][CH2:33][CH2:32][C:31]=2[N:30]([CH2:37][CH2:38][NH2:39])[N:29]=1.CCN=C=NCCCN(C)C.C1C=CC2N(O)N=NC=2C=1.C(N(CC)CC)C. The catalyst is CO.O.CN(C=O)C. The product is [CH3:1][C:2]1[N:3]=[C:4]2[C:9]([C:10]([NH:39][CH2:38][CH2:37][N:30]3[C:31]4[CH2:32][CH2:33][CH2:34][CH2:35][C:36]=4[C:28]([C:27]([F:41])([F:40])[F:26])=[N:29]3)=[O:11])=[CH:8][CH:7]=[C:6]([C:17]([F:18])([F:19])[F:20])[N:5]2[C:21]=1[CH3:22]. The yield is 0.0170. (2) The reactants are [O:1]=[C:2]([CH3:9])[CH2:3][C:4]([O:6][CH2:7][CH3:8])=[O:5].[H-].[Na+].Cl[C:13]1[CH:18]=[CH:17][N:16]([CH3:19])[C:15](=[O:20])[C:14]=1[N+:21]([O-:23])=[O:22]. The catalyst is O1CCCC1. The product is [CH3:19][N:16]1[CH:17]=[CH:18][C:13]([CH:3]([C:2](=[O:1])[CH3:9])[C:4]([O:6][CH2:7][CH3:8])=[O:5])=[C:14]([N+:21]([O-:23])=[O:22])[C:15]1=[O:20]. The yield is 0.560. (3) The yield is 0.590. The reactants are [CH3:1][O:2][C:3]1[CH:8]=[CH:7][C:6]([CH:9]2[CH2:14][C:13](=O)[N:12]([C:16]3[C:17]([CH3:36])=[C:18]([CH3:35])[C:19]4[O:23][C:22]([CH3:25])([CH3:24])[C@H:21]([C:26]5[CH:31]=[CH:30][C:29]([CH3:32])=[CH:28][CH:27]=5)[C:20]=4[C:33]=3[CH3:34])[C:11](=O)[CH2:10]2)=[CH:5][CH:4]=1. The catalyst is C(OCC)(=O)C.CCCCCC. The product is [CH3:1][O:2][C:3]1[CH:8]=[CH:7][C:6]([CH:9]2[CH2:10][CH2:11][N:12]([C:16]3[C:17]([CH3:36])=[C:18]([CH3:35])[C:19]4[O:23][C:22]([CH3:25])([CH3:24])[C@H:21]([C:26]5[CH:31]=[CH:30][C:29]([CH3:32])=[CH:28][CH:27]=5)[C:20]=4[C:33]=3[CH3:34])[CH2:13][CH2:14]2)=[CH:5][CH:4]=1. (4) The yield is 0.670. The catalyst is C(O)(=O)C.C(Cl)(Cl)Cl. The reactants are O=[C:2]1[CH2:7][CH2:6][N:5]([C:8]([O:10][C:11]([CH3:14])([CH3:13])[CH3:12])=[O:9])[CH2:4][CH2:3]1.[CH3:15][NH:16][CH2:17][CH2:18][O:19][C:20]1[CH:21]=[C:22]([CH2:26][C:27]([O:29][CH3:30])=[O:28])[CH:23]=[CH:24][CH:25]=1.C(O[BH-](OC(=O)C)OC(=O)C)(=O)C.[Na+].C(=O)([O-])O.[Na+]. The product is [CH3:30][O:29][C:27](=[O:28])[CH2:26][C:22]1[CH:21]=[C:20]([CH:25]=[CH:24][CH:23]=1)[O:19][CH2:18][CH2:17][N:16]([CH3:15])[CH:2]1[CH2:7][CH2:6][N:5]([C:8]([O:10][C:11]([CH3:14])([CH3:13])[CH3:12])=[O:9])[CH2:4][CH2:3]1. (5) The reactants are [CH3:1][C:2]1[C:10]2[C:9](=[O:11])[CH2:8][C:7]([CH3:13])([CH3:12])[CH2:6][C:5]=2[NH:4][CH:3]=1.[H-].[Na+].F[C:17]1[CH:26]=[C:25]2[C:20]([C:21]([NH2:28])=[N:22][C:23]([CH3:27])=[N:24]2)=[CH:19][CH:18]=1.C([O-])(O)=O.[Na+]. The catalyst is CC(N(C)C)=O. The product is [NH2:28][C:21]1[C:20]2[C:25](=[CH:26][C:17]([N:4]3[C:5]4[CH2:6][C:7]([CH3:13])([CH3:12])[CH2:8][C:9](=[O:11])[C:10]=4[C:2]([CH3:1])=[CH:3]3)=[CH:18][CH:19]=2)[N:24]=[C:23]([CH3:27])[N:22]=1. The yield is 0.290. (6) The reactants are [Cl:1][C:2]1[CH:3]=[C:4]([C:24]2([C:32]([O:34]CC)=[O:33])[CH2:29][CH2:28][C:27]([CH3:31])([CH3:30])[CH2:26][CH2:25]2)[CH:5]=[C:6]([C:14]2[CH:19]=[CH:18][C:17]([C:20]([F:23])([F:22])[F:21])=[CH:16][CH:15]=2)[C:7]=1[O:8][CH2:9][C:10]([F:13])([F:12])[F:11].O.[OH-].[Li+]. The catalyst is CO.C1COCC1.O. The product is [Cl:1][C:2]1[CH:3]=[C:4]([C:24]2([C:32]([OH:34])=[O:33])[CH2:29][CH2:28][C:27]([CH3:30])([CH3:31])[CH2:26][CH2:25]2)[CH:5]=[C:6]([C:14]2[CH:15]=[CH:16][C:17]([C:20]([F:21])([F:22])[F:23])=[CH:18][CH:19]=2)[C:7]=1[O:8][CH2:9][C:10]([F:12])([F:13])[F:11]. The yield is 0.670.